Dataset: Forward reaction prediction with 1.9M reactions from USPTO patents (1976-2016). Task: Predict the product of the given reaction. The product is: [CH2:36]([N:34]1[C:33](=[O:35])[O:32][N:31]=[C:30]1[C:27]1[CH:28]=[CH:29][C:24]([C:17]2([C:14]3[CH:15]=[CH:16][C:11]([O:10][CH2:9][C:4]4[CH:5]=[CH:6][CH:7]=[CH:8][N:3]=4)=[CH:12][CH:13]=3)[CH2:22][CH:21]3[CH2:23][CH:18]2[CH2:19][CH2:20]3)=[CH:25][CH:26]=1)[CH3:37]. Given the reactants [H-].[Na+].[N:3]1[CH:8]=[CH:7][CH:6]=[CH:5][C:4]=1[CH2:9][O:10][C:11]1[CH:16]=[CH:15][C:14]([C:17]2([C:24]3[CH:29]=[CH:28][C:27]([C:30]4[NH:34][C:33](=[O:35])[O:32][N:31]=4)=[CH:26][CH:25]=3)[CH2:22][CH:21]3[CH2:23][CH:18]2[CH2:19][CH2:20]3)=[CH:13][CH:12]=1.[CH2:36](I)[CH3:37], predict the reaction product.